From a dataset of Catalyst prediction with 721,799 reactions and 888 catalyst types from USPTO. Predict which catalyst facilitates the given reaction. (1) Reactant: [CH3:1][O-:2].[Na+].Cl[C:5]1[C:10]([N+:11]([O-:13])=[O:12])=[CH:9][CH:8]=[C:7]([Cl:14])[N:6]=1.[Cl-].[NH4+]. Product: [Cl:14][C:7]1[N:6]=[C:5]([O:2][CH3:1])[C:10]([N+:11]([O-:13])=[O:12])=[CH:9][CH:8]=1. The catalyst class is: 1. (2) Reactant: [NH2:1][CH:2]1[CH2:7][CH2:6][N:5]([C:8]([O:10][CH2:11][CH3:12])=[O:9])[CH2:4][CH2:3]1.Br[C:14]1[CH:19]=[CH:18][N:17]=[CH:16][CH:15]=1.CC(C)([O-])C.[Na+].C1(P(C2C=CC=CC=2)C2C=CC3C(=CC=CC=3)C=2C2C3C(=CC=CC=3)C=CC=2P(C2C=CC=CC=2)C2C=CC=CC=2)C=CC=CC=1. Product: [N:17]1[CH:18]=[CH:19][C:14]([NH:1][CH:2]2[CH2:3][CH2:4][N:5]([C:8]([O:10][CH2:11][CH3:12])=[O:9])[CH2:6][CH2:7]2)=[CH:15][CH:16]=1. The catalyst class is: 164. (3) Reactant: [CH2:1]([O:3][C:4](=[O:25])[C:5]([O:8][C:9]1[CH:14]=[CH:13][C:12]([O:15][C:16]2[CH:21]=[CH:20][CH:19]=[C:18]([C:22]#[N:23])[CH:17]=2)=[CH:11][C:10]=1[CH3:24])([CH3:7])[CH3:6])[CH3:2].[H][H]. Product: [CH2:1]([O:3][C:4](=[O:25])[C:5]([O:8][C:9]1[CH:14]=[CH:13][C:12]([O:15][C:16]2[CH:21]=[CH:20][CH:19]=[C:18]([CH2:22][NH2:23])[CH:17]=2)=[CH:11][C:10]=1[CH3:24])([CH3:6])[CH3:7])[CH3:2]. The catalyst class is: 285. (4) Reactant: Br[C:2]1[CH:7]=[CH:6][C:5]([F:8])=[CH:4][C:3]=1[NH:9][C:10](=[O:15])[C:11]([CH3:14])([CH3:13])[CH3:12].[Li]C(C)(C)C.CN([CH:24]=[O:25])C. Product: [F:8][C:5]1[CH:6]=[CH:7][C:2]([CH:24]=[O:25])=[C:3]([NH:9][C:10](=[O:15])[C:11]([CH3:14])([CH3:13])[CH3:12])[CH:4]=1. The catalyst class is: 1. (5) Reactant: [CH2:1]([C@@:5]1([C:21]([O:23]C(C)(C)C)=[O:22])[CH2:9][C@@H:8]([C:10]2[N:14]=[C:13]([CH3:15])[O:12][N:11]=2)[C@H:7]([C:16]2[S:17][CH:18]=[CH:19][N:20]=2)[NH:6]1)[CH:2]([CH3:4])[CH3:3].[CH3:28][O:29][C:30]1[CH:31]=[C:32]([CH:36]=[CH:37][C:38]=1[C:39]([CH3:42])([CH3:41])[CH3:40])[C:33](Cl)=[O:34].FC(F)(F)C(O)=O. Product: [CH2:1]([C@@:5]1([C:21]([OH:23])=[O:22])[CH2:9][C@@H:8]([C:10]2[N:14]=[C:13]([CH3:15])[O:12][N:11]=2)[C@H:7]([C:16]2[S:17][CH:18]=[CH:19][N:20]=2)[N:6]1[C:33](=[O:34])[C:32]1[CH:36]=[CH:37][C:38]([C:39]([CH3:40])([CH3:41])[CH3:42])=[C:30]([O:29][CH3:28])[CH:31]=1)[CH:2]([CH3:3])[CH3:4]. The catalyst class is: 27. (6) The catalyst class is: 28. Product: [CH3:12][N:9]1[CH2:10][CH2:11][CH:6]([CH2:4][OH:3])[CH2:7][CH2:8]1. Reactant: C([O:3][C:4]([CH:6]1[CH2:11][CH2:10][N:9]([CH3:12])[CH2:8][CH2:7]1)=O)C.[H-].[H-].[H-].[H-].[Li+].[Al+3].O. (7) Reactant: [H-].[Na+].[OH:3][C:4]1[CH:21]=[CH:20][C:7]2[CH2:8][CH2:9][N:10]([C:13]([O:15][C:16]([CH3:19])([CH3:18])[CH3:17])=[O:14])[CH2:11][CH2:12][C:6]=2[CH:5]=1.[Br:22][C:23]1[CH:24]=[CH:25][C:26](Cl)=[N:27][CH:28]=1.O. Product: [Br:22][C:23]1[CH:24]=[CH:25][C:26]([O:3][C:4]2[CH:21]=[CH:20][C:7]3[CH2:8][CH2:9][N:10]([C:13]([O:15][C:16]([CH3:18])([CH3:17])[CH3:19])=[O:14])[CH2:11][CH2:12][C:6]=3[CH:5]=2)=[N:27][CH:28]=1. The catalyst class is: 60. (8) Reactant: FC(F)(F)S(O[C:7]1[CH:8]=[C:9]([CH3:19])[CH:10]=[C:11]([C:13]2[CH:18]=[CH:17][CH:16]=[CH:15][CH:14]=2)[CH:12]=1)(=O)=O.[C-:22]#[N:23].[K+]. Product: [C:22]([C:7]1[CH:8]=[C:9]([CH3:19])[CH:10]=[C:11]([C:13]2[CH:18]=[CH:17][CH:16]=[CH:15][CH:14]=2)[CH:12]=1)#[N:23]. The catalyst class is: 755.